Dataset: Peptide-MHC class I binding affinity with 185,985 pairs from IEDB/IMGT. Task: Regression. Given a peptide amino acid sequence and an MHC pseudo amino acid sequence, predict their binding affinity value. This is MHC class I binding data. (1) The peptide sequence is LENDAIRIY. The MHC is HLA-B44:02 with pseudo-sequence HLA-B44:02. The binding affinity (normalized) is 1.00. (2) The peptide sequence is VARKHHTKI. The MHC is HLA-A11:01 with pseudo-sequence HLA-A11:01. The binding affinity (normalized) is 0. (3) The peptide sequence is ISPLMVAYM. The MHC is H-2-Db with pseudo-sequence H-2-Db. The binding affinity (normalized) is 0.668. (4) The peptide sequence is HYLCLNCLS. The MHC is HLA-A24:02 with pseudo-sequence HLA-A24:02. The binding affinity (normalized) is 0.00364.